Task: Predict the reaction yield, written as a fraction of the theoretical maximum amount of product (1.0 means a 100% yield; for example, 0.34 means a 34% yield).. Dataset: Reaction yield outcomes from USPTO patents with 853,638 reactions (1) The reactants are [NH:1]([C:3]1[N:4]=[N:5][CH:6]=[C:7]([C:9]2[C:14]([C:15]([F:18])([F:17])[F:16])=[CH:13][CH:12]=[CH:11][N:10]=2)[CH:8]=1)[NH2:2].[CH:19](O)=O. No catalyst specified. The product is [F:16][C:15]([F:18])([F:17])[C:14]1[C:9]([C:7]2[CH:6]=[N:5][N:4]3[CH:19]=[N:2][N:1]=[C:3]3[CH:8]=2)=[N:10][CH:11]=[CH:12][CH:13]=1. The yield is 0.770. (2) The reactants are [Cl:1][C:2]1[CH:16]=[C:15]([Cl:17])[CH:14]=[CH:13][C:3]=1[CH2:4][N:5]1[C:9]([CH3:10])=[CH:8][CH:7]=[C:6]1[CH:11]=O.C(O)(=O)[CH2:19][C:20]([OH:22])=[O:21].N1CCCCC1. The catalyst is N1C=CC=CC=1. The product is [Cl:1][C:2]1[CH:16]=[C:15]([Cl:17])[CH:14]=[CH:13][C:3]=1[CH2:4][N:5]1[C:9]([CH3:10])=[CH:8][CH:7]=[C:6]1/[CH:11]=[CH:19]/[C:20]([OH:22])=[O:21]. The yield is 0.580. (3) The reactants are Br[C:2]1[CH:3]=[C:4]2[C:8](=[C:9]([CH3:11])[CH:10]=1)[C:7](=[O:12])[N:6]([CH2:13][C:14]1[CH:19]=[CH:18][C:17]([O:20][C:21]([F:24])([F:23])[F:22])=[CH:16][CH:15]=1)[CH2:5]2.[CH3:25][N:26]([CH3:30])[CH2:27][C:28]#[CH:29]. The catalyst is Cl[Pd](Cl)([P](C1C=CC=CC=1)(C1C=CC=CC=1)C1C=CC=CC=1)[P](C1C=CC=CC=1)(C1C=CC=CC=1)C1C=CC=CC=1.[Cu](I)I. The product is [CH3:25][N:26]([CH3:30])[CH2:27][C:28]#[C:29][C:2]1[CH:3]=[C:4]2[C:8](=[C:9]([CH3:11])[CH:10]=1)[C:7](=[O:12])[N:6]([CH2:13][C:14]1[CH:19]=[CH:18][C:17]([O:20][C:21]([F:23])([F:24])[F:22])=[CH:16][CH:15]=1)[CH2:5]2. The yield is 0.0600. (4) The reactants are [NH2:1][C:2]1[C:7]2=[C:8]([C:19]3[CH:24]=[CH:23][C:22]([NH:25][C:26]4[NH:35][C:29]5=[N:30][C:31](Cl)=[CH:32][CH:33]=[C:28]5[N:27]=4)=[CH:21][CH:20]=3)[C:9]([C:11]([NH:13][CH2:14][C:15]([F:18])([F:17])[F:16])=[O:12])=[CH:10][N:6]2[N:5]=[CH:4][N:3]=1.B(O)(O)[C:37]1[CH:38]=[CH:39][C:40]([CH3:43])=[CH:41][CH:42]=1.C(=O)([O-])[O-].[K+].[K+]. The catalyst is CN(C=O)C. The product is [NH2:1][C:2]1[C:7]2=[C:8]([C:19]3[CH:24]=[CH:23][C:22]([NH:25][C:26]4[NH:35][C:29]5=[N:30][C:31]([C:37]6[CH:42]=[CH:41][C:40]([CH3:43])=[CH:39][CH:38]=6)=[CH:32][CH:33]=[C:28]5[N:27]=4)=[CH:21][CH:20]=3)[C:9]([C:11]([NH:13][CH2:14][C:15]([F:18])([F:17])[F:16])=[O:12])=[CH:10][N:6]2[N:5]=[CH:4][N:3]=1. The yield is 0.110. (5) The catalyst is C(Cl)Cl.CN(C1C=CN=CC=1)C. The reactants are [Cl:1][C:2]1[CH:3]=[N+:4]([O-:39])[CH:5]=[C:6]([Cl:38])[C:7]=1[CH2:8][C@@H:9]([C:23]1[CH:28]=[CH:27][C:26]([O:29][CH:30]([F:32])[F:31])=[C:25]([O:33][CH2:34][CH:35]2[CH2:37][CH2:36]2)[CH:24]=1)[O:10][C:11]([O:13]C1C=CC([N+]([O-])=O)=CC=1)=[O:12].[CH:40]1([CH2:43][O:44][C:45]2[CH:50]=[C:49]([CH2:51]O)[CH:48]=[CH:47][C:46]=2[N:53]([S:61]([CH3:64])(=[O:63])=[O:62])C(=O)OC(C)(C)C)[CH2:42][CH2:41]1.Cl.O1CCOCC1. The product is [Cl:1][C:2]1[CH:3]=[N+:4]([O-:39])[CH:5]=[C:6]([Cl:38])[C:7]=1[CH2:8][C@@H:9]([C:23]1[CH:28]=[CH:27][C:26]([O:29][CH:30]([F:32])[F:31])=[C:25]([O:33][CH2:34][CH:35]2[CH2:37][CH2:36]2)[CH:24]=1)[O:10][C:11]([O:13][CH2:51][C:49]1[CH:48]=[CH:47][C:46]([NH:53][S:61]([CH3:64])(=[O:63])=[O:62])=[C:45]([O:44][CH2:43][CH:40]2[CH2:42][CH2:41]2)[CH:50]=1)=[O:12]. The yield is 0.397. (6) The reactants are C[O:2][C:3]([C@@H:5]1[CH2:9][CH2:8][C@H:7]([C:10]([N:12]2[CH2:17][CH2:16][N:15]([C:18]3[CH:23]=[CH:22][C:21]([O:24][CH3:25])=[C:20]([O:26][CH:27]4[CH2:31][CH2:30][CH2:29][CH2:28]4)[CH:19]=3)[CH2:14][C@@H:13]2[CH2:32][C:33]2[CH:38]=[CH:37][CH:36]=[CH:35][CH:34]=2)=[O:11])[CH2:6]1)=[O:4].[Li+].[OH-]. No catalyst specified. The product is [CH2:32]([C@H:13]1[CH2:14][N:15]([C:18]2[CH:23]=[CH:22][C:21]([O:24][CH3:25])=[C:20]([O:26][CH:27]3[CH2:28][CH2:29][CH2:30][CH2:31]3)[CH:19]=2)[CH2:16][CH2:17][N:12]1[C:10]([C@H:7]1[CH2:8][CH2:9][C@@H:5]([C:3]([OH:4])=[O:2])[CH2:6]1)=[O:11])[C:33]1[CH:34]=[CH:35][CH:36]=[CH:37][CH:38]=1. The yield is 0.800. (7) The reactants are [OH:1][C:2]1[CH:9]=[CH:8][C:5]([CH:6]=[O:7])=[CH:4][CH:3]=1.Cl[CH2:11][C:12]1[C:21]2[C:16](=[CH:17][CH:18]=[CH:19][CH:20]=2)[N:15]=[C:14]([CH3:22])[CH:13]=1.C(=O)([O-])[O-].[K+].[K+]. The catalyst is C(#N)C.C(OCC)(=O)C. The product is [CH3:22][C:14]1[CH:13]=[C:12]([CH2:11][O:1][C:2]2[CH:9]=[CH:8][C:5]([CH:6]=[O:7])=[CH:4][CH:3]=2)[C:21]2[C:16](=[CH:17][CH:18]=[CH:19][CH:20]=2)[N:15]=1. The yield is 0.900. (8) The yield is 0.537. No catalyst specified. The reactants are [C:1]([CH2:3][C:4]1([N:15]2[CH:19]=[CH:18][C:17]([C:20]3[N:25]4[CH:26]=[CH:27][N:28]=[C:24]4[CH:23]=[C:22]([C:29]4[CH:30]=[N:31][N:32]([CH3:34])[CH:33]=4)[N:21]=3)=[N:16]2)[CH2:7][N:6](C(OC(C)(C)C)=O)[CH2:5]1)#[N:2].C(Cl)[Cl:36].Cl.O1CCOCC1. The product is [ClH:36].[CH3:34][N:32]1[CH:33]=[C:29]([C:22]2[N:21]=[C:20]([C:17]3[CH:18]=[CH:19][N:15]([C:4]4([CH2:3][C:1]#[N:2])[CH2:7][NH:6][CH2:5]4)[N:16]=3)[N:25]3[CH:26]=[CH:27][N:28]=[C:24]3[CH:23]=2)[CH:30]=[N:31]1. (9) The reactants are O1CCOC1CC=C1C[N:10]([C:12]([O:14][CH2:15][C:16]2[CH:21]=[CH:20][CH:19]=[CH:18][CH:17]=2)=[O:13])[CH2:9]1.C[N+]1([O-])CC[O:26]CC1.[C:30]([O:33][CH2:34][CH3:35])(=[O:32])[CH3:31].[CH3:36][C:37]([CH3:39])=[O:38].O. The catalyst is [Os](=O)(=O)(=O)=O. The product is [O:33]1[CH2:34][CH2:35][O:32][CH:30]1[CH2:31][CH:36]([C:37]1([OH:38])[CH2:9][N:10]([C:12]([O:14][CH2:15][C:16]2[CH:21]=[CH:20][CH:19]=[CH:18][CH:17]=2)=[O:13])[CH2:39]1)[OH:26]. The yield is 0.990.